Dataset: Catalyst prediction with 721,799 reactions and 888 catalyst types from USPTO. Task: Predict which catalyst facilitates the given reaction. (1) Reactant: Br[C:2]1[CH:11]=[C:10]2[C:5]([C:6](=[O:12])[CH2:7][CH2:8][O:9]2)=[CH:4][CH:3]=1.[F:13][C:14]([F:25])([F:24])[C:15]1[CH:20]=[CH:19][C:18](B(O)O)=[CH:17][CH:16]=1.C([O-])([O-])=O.[K+].[K+]. Product: [F:13][C:14]([F:25])([F:24])[C:15]1[CH:20]=[CH:19][C:18]([C:2]2[CH:3]=[CH:4][C:5]3[C:6](=[O:12])[CH2:7][CH2:8][O:9][C:10]=3[CH:11]=2)=[CH:17][CH:16]=1. The catalyst class is: 128. (2) Reactant: Br[C:2]1[CH:7]=[CH:6][CH:5]=[CH:4][C:3]=1[F:8].[CH3:9][N:10]1[CH2:15][CH2:14][CH:13]([NH:16][CH3:17])[CH2:12][CH2:11]1.C1C=CC(P(C2C(C3C(P(C4C=CC=CC=4)C4C=CC=CC=4)=CC=C4C=3C=CC=C4)=C3C(C=CC=C3)=CC=2)C2C=CC=CC=2)=CC=1.CC(C)([O-])C.[Na+]. Product: [CH3:9][N:10]1[CH2:15][CH2:14][CH:13]([NH:16][CH2:17][C:2]2[CH:7]=[CH:6][CH:5]=[CH:4][C:3]=2[F:8])[CH2:12][CH2:11]1. The catalyst class is: 101. (3) Reactant: FC(F)(F)C(O)=O.[CH:8]1[C:16]2[C:15]3[CH:17]=[CH:18][CH:19]=[CH:20][C:14]=3[O:13][C:12]=2[C:11]([C:21]2[N:26]=[CH:25][N:24]=[C:23]([NH:27][C:28]3[CH:33]=[CH:32][C:31]([NH2:34])=[CH:30][CH:29]=3)[CH:22]=2)=[CH:10][CH:9]=1.[CH3:35][N:36]([CH3:46])[C:37]1[CH:38]=[C:39]([CH:43]=[CH:44][CH:45]=1)[C:40](Cl)=[O:41]. Product: [CH:8]1[C:16]2[C:15]3[CH:17]=[CH:18][CH:19]=[CH:20][C:14]=3[O:13][C:12]=2[C:11]([C:21]2[N:26]=[CH:25][N:24]=[C:23]([NH:27][C:28]3[CH:29]=[CH:30][C:31]([NH:34][C:40](=[O:41])[C:39]4[CH:43]=[CH:44][CH:45]=[C:37]([N:36]([CH3:35])[CH3:46])[CH:38]=4)=[CH:32][CH:33]=3)[CH:22]=2)=[CH:10][CH:9]=1. The catalyst class is: 17.